From a dataset of Forward reaction prediction with 1.9M reactions from USPTO patents (1976-2016). Predict the product of the given reaction. (1) Given the reactants [OH:1][CH2:2][C:3]1[NH:4][CH:5]=[C:6]([O:10][CH2:11][C:12]2[CH:17]=[CH:16][C:15]([O:18][CH3:19])=[CH:14][CH:13]=2)[C:7](=[O:9])[CH:8]=1.[C:20](Cl)(=[O:22])[CH3:21], predict the reaction product. The product is: [CH3:19][O:18][C:15]1[CH:14]=[CH:13][C:12]([CH2:11][O:10][C:6]2[C:7](=[O:9])[CH:8]=[C:3]([CH2:2][O:1][C:20](=[O:22])[CH3:21])[NH:4][CH:5]=2)=[CH:17][CH:16]=1. (2) Given the reactants [CH3:1][O:2][CH2:3][C@H:4]([OH:6])[CH3:5].[H-].[Na+].[NH2:9][C:10]1[C:15]([O:16][CH2:17][CH:18]2[CH2:23][CH2:22][N:21]([C:24]3[N:29]=[C:28](Cl)[N:27]=[C:26]([C:31]([NH:33][CH2:34][CH3:35])=[O:32])[CH:25]=3)[CH2:20][CH2:19]2)=[CH:14][C:13]([C:36]2[N:40]([CH3:41])[N:39]=[N:38][CH:37]=2)=[CH:12][N:11]=1.O, predict the reaction product. The product is: [NH2:9][C:10]1[C:15]([O:16][CH2:17][CH:18]2[CH2:23][CH2:22][N:21]([C:24]3[N:29]=[C:28]([O:6][C@H:4]([CH3:5])[CH2:3][O:2][CH3:1])[N:27]=[C:26]([C:31]([NH:33][CH2:34][CH3:35])=[O:32])[CH:25]=3)[CH2:20][CH2:19]2)=[CH:14][C:13]([C:36]2[N:40]([CH3:41])[N:39]=[N:38][CH:37]=2)=[CH:12][N:11]=1. (3) Given the reactants C(N(CC)CC)C.Br.[Br:9][CH2:10][CH2:11][CH2:12][NH2:13].[CH:14]1[C:19]([CH:20]=O)=[CH:18][C:17]2[O:22][CH2:23][O:24][C:16]=2[CH:15]=1.C(O[BH-](OC(=O)C)OC(=O)C)(=O)C.[Na+].C([O-])([O-])=O.[K+].[K+], predict the reaction product. The product is: [O:24]1[C:16]2[CH:15]=[CH:14][C:19]([CH2:20][NH:13][CH2:12][CH2:11][CH2:10][Br:9])=[CH:18][C:17]=2[O:22][CH2:23]1. (4) Given the reactants [CH3:1][S:2][C:3]1[CH:8]=[CH:7][C:6]([C:9]2[NH:17][C:12]3=[N:13][CH:14]=[CH:15][N:16]=[C:11]3[CH:10]=2)=[CH:5][CH:4]=1.[OH:18]OS([O-])=O.[K+], predict the reaction product. The product is: [CH3:1][S:2]([C:3]1[CH:4]=[CH:5][C:6]([C:9]2[NH:17][C:12]3=[N:13][CH:14]=[CH:15][N:16]=[C:11]3[CH:10]=2)=[CH:7][CH:8]=1)=[O:18].